Dataset: Full USPTO retrosynthesis dataset with 1.9M reactions from patents (1976-2016). Task: Predict the reactants needed to synthesize the given product. (1) Given the product [CH3:32][NH:31][C:29]([NH:28][C:25]1[CH:26]=[CH:27][C:22]([C:10]2[N:11]=[C:12]([N:14]3[CH2:20][CH:19]4[O:21][CH:16]([CH2:17][CH2:18]4)[CH2:15]3)[N:13]=[C:8]([C:5]3[CH:4]=[CH:3][C:2]([NH:1][C:43]([NH:42][C:38]4[CH:37]=[C:36]([CH:41]=[CH:40][CH:39]=4)[C:33]([NH2:34])=[O:35])=[O:44])=[CH:7][CH:6]=3)[N:9]=2)=[CH:23][CH:24]=1)=[O:30], predict the reactants needed to synthesize it. The reactants are: [NH2:1][C:2]1[CH:7]=[CH:6][C:5]([C:8]2[N:13]=[C:12]([N:14]3[CH2:20][CH:19]4[O:21][CH:16]([CH2:17][CH2:18]4)[CH2:15]3)[N:11]=[C:10]([C:22]3[CH:27]=[CH:26][C:25]([NH:28][C:29]([NH:31][CH3:32])=[O:30])=[CH:24][CH:23]=3)[N:9]=2)=[CH:4][CH:3]=1.[C:33]([C:36]1[CH:37]=[C:38]([NH:42][C:43](=O)[O:44]C2C=CC=CC=2)[CH:39]=[CH:40][CH:41]=1)(=[O:35])[NH2:34]. (2) Given the product [C:31](=[O:32])([O:33][CH3:34])[O:14][C:11]1[C:10]2[C:5](=[CH:6][C:7]([CH3:27])=[C:8]([O:15][C:16]3[CH:21]=[CH:20][C:19]([O:22][C:23]([F:24])([F:25])[F:26])=[CH:18][CH:17]=3)[CH:9]=2)[N:4]=[C:3]([CH2:1][CH3:2])[C:12]=1[CH3:13], predict the reactants needed to synthesize it. The reactants are: [CH2:1]([C:3]1[NH:4][C:5]2[C:10]([C:11](=[O:14])[C:12]=1[CH3:13])=[CH:9][C:8]([O:15][C:16]1[CH:21]=[CH:20][C:19]([O:22][C:23]([F:26])([F:25])[F:24])=[CH:18][CH:17]=1)=[C:7]([CH3:27])[CH:6]=2)[CH3:2].[H-].[Na+].Cl[C:31]([O:33][CH3:34])=[O:32]. (3) Given the product [CH3:4]/[C:3](/[CH2:5][CH2:6][CH:7]=[C:8]([CH3:10])[CH3:9])=[CH:2]\[CH2:1][NH:11][S:20]([CH3:19])(=[O:22])=[O:21], predict the reactants needed to synthesize it. The reactants are: [CH2:1]([NH2:11])/[CH:2]=[C:3](/[CH2:5][CH2:6][CH:7]=[C:8]([CH3:10])[CH3:9])\[CH3:4].C(N(CC)CC)C.[CH3:19][S:20](Cl)(=[O:22])=[O:21].O. (4) Given the product [Br:1][C:2]1[CH:18]=[CH:17][C:5]([C:6]2[NH:7][CH:28]=[C:27]([C:26]([O:32][CH2:33][CH3:38])=[O:24])[N:16]=2)=[C:4]([F:19])[CH:3]=1, predict the reactants needed to synthesize it. The reactants are: [Br:1][C:2]1[CH:18]=[CH:17][C:5]([C:6](=[NH:16])[NH:7]OC=CC(OCC)=O)=[C:4]([F:19])[CH:3]=1.CC([O:24]C)(C)C.[C:26]1([O:32][C:33]2[CH:38]=CC=CC=2)C=CC=[CH:28][CH:27]=1.